Dataset: Catalyst prediction with 721,799 reactions and 888 catalyst types from USPTO. Task: Predict which catalyst facilitates the given reaction. (1) Reactant: [Br:1][C:2]1[N:7]=[C:6]([C:8]#[C:9][CH2:10][CH:11]2[CH2:15][O:14][C@@H:13]3[C@H:16]([O:19][Si:20]([C:23]([CH3:26])([CH3:25])[CH3:24])([CH3:22])[CH3:21])[CH2:17][O:18][C@H:12]23)[C:5]([NH:27]C(=O)OC(C)(C)C)=[CH:4][C:3]=1[Cl:35].C1CCN2C(=NCCC2)CC1. Product: [Br:1][C:2]1[N:7]=[C:6]2[CH:8]=[C:9]([CH2:10][CH:11]3[CH2:15][O:14][C@@H:13]4[C@H:16]([O:19][Si:20]([C:23]([CH3:26])([CH3:25])[CH3:24])([CH3:22])[CH3:21])[CH2:17][O:18][C@H:12]34)[NH:27][C:5]2=[CH:4][C:3]=1[Cl:35]. The catalyst class is: 5. (2) Reactant: C[O:2][C:3](=O)[C:4]1[CH:9]=[CH:8][C:7]([CH2:10][O:11][CH2:12][CH2:13][O:14][Si:15]([C:18]([CH3:21])([CH3:20])[CH3:19])([CH3:17])[CH3:16])=[CH:6][CH:5]=1.[H-].[H-].[H-].[H-].[Li+].[Al+3]. Product: [Si:15]([O:14][CH2:13][CH2:12][O:11][CH2:10][C:7]1[CH:8]=[CH:9][C:4]([CH2:3][OH:2])=[CH:5][CH:6]=1)([C:18]([CH3:21])([CH3:20])[CH3:19])([CH3:17])[CH3:16]. The catalyst class is: 20. (3) Reactant: [NH2:1][C:2]1[N:7]=[CH:6][C:5](/[CH:8]=[CH:9]/[C:10]([OH:12])=O)=[CH:4][CH:3]=1.[CH3:13][NH:14][C@@H:15]([C:17]1[O:18][C:19]2[CH:27]=[CH:26][CH:25]=[CH:24][C:20]=2[C:21]=1[CH2:22][CH3:23])[CH3:16].CCN=C=NCCCN(C)C.C1C=CC2N(O)N=NC=2C=1.CCN(C(C)C)C(C)C. Product: [NH2:1][C:2]1[N:7]=[CH:6][C:5](/[CH:8]=[CH:9]/[C:10]([N:14]([C@@H:15]([C:17]2[O:18][C:19]3[CH:27]=[CH:26][CH:25]=[CH:24][C:20]=3[C:21]=2[CH2:22][CH3:23])[CH3:16])[CH3:13])=[O:12])=[CH:4][CH:3]=1. The catalyst class is: 18. (4) Reactant: Cl.Cl.[Cl:3][C:4]1[CH:5]=[C:6]([C:10]2[N:11]=[C:12]([CH:25]3[CH2:30][CH2:29][NH:28][CH2:27][CH2:26]3)[S:13][C:14]=2[C:15]2[CH:20]=[CH:19][N:18]=[C:17]([NH:21][C:22](=[O:24])[CH3:23])[CH:16]=2)[CH:7]=[CH:8][CH:9]=1.[C:31](Cl)(=[O:33])[CH3:32].C(N(CC)CC)C.C(=O)([O-])O.[Na+]. Product: [C:31]([N:28]1[CH2:29][CH2:30][CH:25]([C:12]2[S:13][C:14]([C:15]3[CH:20]=[CH:19][N:18]=[C:17]([NH:21][C:22](=[O:24])[CH3:23])[CH:16]=3)=[C:10]([C:6]3[CH:7]=[CH:8][CH:9]=[C:4]([Cl:3])[CH:5]=3)[N:11]=2)[CH2:26][CH2:27]1)(=[O:33])[CH3:32]. The catalyst class is: 7.